The task is: Predict the product of the given reaction.. This data is from Forward reaction prediction with 1.9M reactions from USPTO patents (1976-2016). (1) The product is: [CH3:8][O:9][C:10](=[O:36])[C@@H:11]([NH:14][C:15]([C:17]1[S:18][C:19]([C:25](=[O:35])[NH:26][CH2:27][C:28]2[CH:33]=[CH:32][CH:31]=[C:30]([OH:34])[CH:29]=2)=[CH:20][C:21]=1[CH:22]([CH3:24])[CH3:23])=[O:16])[CH2:12][NH:13][C:83]([C:79]1[S:78][CH:82]=[CH:81][CH:80]=1)=[O:84]. Given the reactants FC(F)(F)C(O)=O.[CH3:8][O:9][C:10](=[O:36])[C@@H:11]([NH:14][C:15]([C:17]1[S:18][C:19]([C:25](=[O:35])[NH:26][CH2:27][C:28]2[CH:33]=[CH:32][CH:31]=[C:30]([OH:34])[CH:29]=2)=[CH:20][C:21]=1[CH:22]([CH3:24])[CH3:23])=[O:16])[CH2:12][NH2:13].C(N(CC)CC)C.CN(C(ON1N=NC2C=CC=CC1=2)=[N+](C)C)C.F[P-](F)(F)(F)(F)F.C1C=CC2N(O)N=NC=2C=1.[S:78]1[CH:82]=[CH:81][CH:80]=[C:79]1[C:83](O)=[O:84], predict the reaction product. (2) Given the reactants [CH:1]1[C:6]([Cl:7])=[C:5]([NH:8][C:9]2[C:14]([N+:15]([O-:17])=[O:16])=[C:13]([Cl:18])[C:12]([C:19]([F:22])([F:21])[F:20])=[CH:11][C:10]=2[N+:23]([O-:25])=[O:24])[N:4]=[CH:3][C:2]=1[C:26]([F:29])([F:28])[F:27].[C:30]1([O:40][CH3:41])[C:31](=[CH:33][CH:34]=[C:35]([CH:39]=1)[CH2:36][CH:37]=[CH2:38])[OH:32].C(O)C(O)C, predict the reaction product. The product is: [CH:1]1[C:6]([Cl:7])=[C:5]([NH:8][C:9]2[C:14]([N+:15]([O-:17])=[O:16])=[C:13]([Cl:18])[C:12]([C:19]([F:20])([F:21])[F:22])=[CH:11][C:10]=2[N+:23]([O-:25])=[O:24])[N:4]=[CH:3][C:2]=1[C:26]([F:29])([F:27])[F:28].[C:30]1([O:40][CH3:41])[C:31](=[CH:33][CH:34]=[C:35]([CH:39]=1)[CH2:36][CH:37]=[CH2:38])[OH:32]. (3) Given the reactants [CH2:1]([O:3][C:4]1[CH:5]=[C:6]([CH:9]=[C:10]([N+:13]([O-:15])=[O:14])[C:11]=1[OH:12])[CH:7]=[O:8])[CH3:2].C(N(CC)CC)C.[F:23][C:24]([F:37])([F:36])[S:25](O[S:25]([C:24]([F:37])([F:36])[F:23])(=[O:27])=[O:26])(=[O:27])=[O:26], predict the reaction product. The product is: [F:23][C:24]([F:37])([F:36])[S:25]([O:12][C:11]1[C:10]([N+:13]([O-:15])=[O:14])=[CH:9][C:6]([CH:7]=[O:8])=[CH:5][C:4]=1[O:3][CH2:1][CH3:2])(=[O:27])=[O:26].